From a dataset of Reaction yield outcomes from USPTO patents with 853,638 reactions. Predict the reaction yield, written as a fraction of the theoretical maximum amount of product (1.0 means a 100% yield; for example, 0.34 means a 34% yield). (1) The reactants are Cl[C:2]1[CH:7]=[C:6]([Cl:8])[N:5]=[CH:4][N:3]=1.CC[N:11]([CH:15]([CH3:17])[CH3:16])C(C)C.[N:18]1C=CC=C[C:19]=1[CH2:24]N.[OH2:26]. The catalyst is CC(O)C. The product is [Cl:8][C:6]1[N:5]=[CH:4][N:3]=[C:2]([NH:18][CH2:19][C:24]2[O:26][N:11]=[C:15]([CH3:16])[CH:17]=2)[CH:7]=1. The yield is 0.650. (2) The reactants are [Cl:1][C:2]1[CH:3]=[C:4]2[C:9](=[CH:10][CH:11]=1)[C:8](=[O:12])[N:7]([CH3:13])[C:6]([CH2:14]O)=[C:5]2[O:16][CH3:17].S(Cl)([Cl:20])=O.C(=O)([O-])O.[Na+]. The catalyst is O1CCCC1. The product is [Cl:1][C:2]1[CH:3]=[C:4]2[C:9](=[CH:10][CH:11]=1)[C:8](=[O:12])[N:7]([CH3:13])[C:6]([CH2:14][Cl:20])=[C:5]2[O:16][CH3:17]. The yield is 0.901.